Dataset: Peptide-MHC class I binding affinity with 185,985 pairs from IEDB/IMGT. Task: Regression. Given a peptide amino acid sequence and an MHC pseudo amino acid sequence, predict their binding affinity value. This is MHC class I binding data. The peptide sequence is DAMIHKTYI. The MHC is HLA-A02:01 with pseudo-sequence HLA-A02:01. The binding affinity (normalized) is 0.167.